The task is: Predict the product of the given reaction.. This data is from Forward reaction prediction with 1.9M reactions from USPTO patents (1976-2016). (1) Given the reactants C([O:8][C:9]1[C:14]([I:15])=[CH:13][N:12]=[C:11]([NH:16][C:17]2[CH:25]=[CH:24][C:20]([C:21]([NH2:23])=[O:22])=[CH:19][CH:18]=2)[N:10]=1)C1C=CC=CC=1.FC(F)(F)C(O)=O, predict the reaction product. The product is: [OH:8][C:9]1[C:14]([I:15])=[CH:13][N:12]=[C:11]([NH:16][C:17]2[CH:18]=[CH:19][C:20]([C:21]([NH2:23])=[O:22])=[CH:24][CH:25]=2)[N:10]=1. (2) The product is: [CH3:29][O:21][C:18]1[CH:19]=[CH:20][C:15]([N:14]2[C:13]3[CH:22]=[CH:23][CH:24]=[CH:25][C:12]=3[N:11]=[C:10]2[C:7]2[S:6][C:5]([C:3]([OH:2])=[O:4])=[CH:9][CH:8]=2)=[CH:16][CH:17]=1. Given the reactants C[O:2][C:3]([C:5]1[S:6][C:7]([C:10]2[N:14]([C:15]3[CH:20]=[CH:19][C:18]([OH:21])=[CH:17][CH:16]=3)[C:13]3[CH:22]=[CH:23][CH:24]=[CH:25][C:12]=3[N:11]=2)=[CH:8][CH:9]=1)=[O:4].[OH-].[Na+].Cl.[CH2:29]1COCC1.CO, predict the reaction product. (3) Given the reactants Cl[C:2]([O:4][C:5]1[CH:10]=[CH:9][CH:8]=[CH:7][CH:6]=1)=[O:3].[NH2:11][C:12]1[C:13]([O:25][CH3:26])=[C:14]([CH:18]=[C:19]([C:21]([CH3:24])([CH3:23])[CH3:22])[CH:20]=1)[C:15]([NH2:17])=[O:16].C([O-])(O)=O.[Na+], predict the reaction product. The product is: [C:21]([C:19]1[CH:18]=[C:14]([C:15](=[O:16])[NH2:17])[C:13]([O:25][CH3:26])=[C:12]([NH:11][C:2](=[O:3])[O:4][C:5]2[CH:10]=[CH:9][CH:8]=[CH:7][CH:6]=2)[CH:20]=1)([CH3:24])([CH3:22])[CH3:23]. (4) Given the reactants Cl.[NH2:2][CH2:3][C:4]([C:6]1[CH:11]=[CH:10][C:9]([Br:12])=[CH:8][CH:7]=1)=[O:5].[C:13]([O:17][C:18]([NH:20][C:21]1([C:24](O)=[O:25])[CH2:23][CH2:22]1)=[O:19])([CH3:16])([CH3:15])[CH3:14].CN(C(ON1N=NC2C=CC=NC1=2)=[N+](C)C)C.F[P-](F)(F)(F)(F)F.CCN(C(C)C)C(C)C, predict the reaction product. The product is: [C:13]([O:17][C:18](=[O:19])[NH:20][C:21]1([C:24](=[O:25])[NH:2][CH2:3][C:4]([C:6]2[CH:11]=[CH:10][C:9]([Br:12])=[CH:8][CH:7]=2)=[O:5])[CH2:22][CH2:23]1)([CH3:16])([CH3:14])[CH3:15]. (5) Given the reactants COC1C=CC(C[N:8](CC2C=CC(OC)=CC=2)[C:9]2[N:14]=[C:13]([CH3:15])[N:12]=[C:11]([C:16]3[N:20]4[CH:21]=[C:22]([F:25])[CH:23]=[CH:24][C:19]4=[N:18][C:17]=3[NH:26][C:27]3[CH:28]=[N:29][C:30]([O:33][CH3:34])=[CH:31][CH:32]=3)[N:10]=2)=CC=1.OS(C(F)(F)F)(=O)=O, predict the reaction product. The product is: [NH2:8][C:9]1[N:14]=[C:13]([CH3:15])[N:12]=[C:11]([C:16]2[N:20]3[CH:21]=[C:22]([F:25])[CH:23]=[CH:24][C:19]3=[N:18][C:17]=2[NH:26][C:27]2[CH:28]=[N:29][C:30]([O:33][CH3:34])=[CH:31][CH:32]=2)[N:10]=1. (6) Given the reactants [C:1]([O:5][C:6](=[O:26])[CH:7]([O:17][CH2:18][C:19]1[CH:24]=[CH:23][CH:22]=[C:21]([CH3:25])[CH:20]=1)B1OC(C)(C)C(C)(C)O1)([CH3:4])([CH3:3])[CH3:2].[C:27]([O:31][C:32](=[O:53])[NH:33][C:34]([C:36]1[S:37][C:38]([S:51][CH3:52])=[C:39]([S:41]([C:44]2[CH:45]=[N:46][CH:47]=[C:48](Br)[CH:49]=2)(=[O:43])=[O:42])[CH:40]=1)=[NH:35])([CH3:30])([CH3:29])[CH3:28].C([O-])([O-])=O.[Na+].[Na+].C(O)C, predict the reaction product. The product is: [C:1]([O:5][C:6](=[O:26])[CH2:7][O:17][CH2:18][C:19]1[CH:24]=[CH:23][CH:22]=[C:21]([CH3:25])[C:20]=1[C:48]1[CH:47]=[N:46][CH:45]=[C:44]([S:41]([C:39]2[CH:40]=[C:36]([C:34]([NH:33][C:32]([O:31][C:27]([CH3:28])([CH3:29])[CH3:30])=[O:53])=[NH:35])[S:37][C:38]=2[S:51][CH3:52])(=[O:43])=[O:42])[CH:49]=1)([CH3:2])([CH3:3])[CH3:4]. (7) Given the reactants [Cl-].[Cl-].[Cl-].[Al+3].[N-:5]=[N+:6]=[N-:7].[Na+].[CH2:9]([O:11][C:12]1[CH:17]=[CH:16][CH:15]=[C:14]([N:18]=[C:19]=[O:20])[C:13]=1[CH3:21])[CH3:10].N([O-])=O.[Na+].Cl, predict the reaction product. The product is: [CH2:9]([O:11][C:12]1[C:13]([CH3:21])=[C:14]([N:18]2[C:19](=[O:20])[NH:7][N:6]=[N:5]2)[CH:15]=[CH:16][CH:17]=1)[CH3:10]. (8) Given the reactants C1(P(C2C=CC=CC=2)C2C=CC=CC=2)C=CC=CC=1.II.[C:22]([C:24]1[CH:29]=[CH:28][C:27]([NH:30][C@H:31]([C:45]([OH:48])([CH3:47])[CH3:46])[C:32]([NH:34][NH:35][C:36](=[O:44])[C:37]2[CH:42]=[CH:41][C:40]([F:43])=[CH:39][CH:38]=2)=O)=[C:26]([CH3:49])[C:25]=1[C:50]([F:53])([F:52])[F:51])#[N:23], predict the reaction product. The product is: [F:43][C:40]1[CH:39]=[CH:38][C:37]([C:36]2[O:44][C:32]([C@H:31]([NH:30][C:27]3[CH:28]=[CH:29][C:24]([C:22]#[N:23])=[C:25]([C:50]([F:52])([F:51])[F:53])[C:26]=3[CH3:49])[C:45]([OH:48])([CH3:47])[CH3:46])=[N:34][N:35]=2)=[CH:42][CH:41]=1.